From a dataset of Full USPTO retrosynthesis dataset with 1.9M reactions from patents (1976-2016). Predict the reactants needed to synthesize the given product. (1) Given the product [CH3:16][O:7][C:6](=[O:8])[C:5]1[CH:9]=[C:10]([S:11]([CH3:14])(=[O:13])=[O:12])[C:2]([Br:1])=[CH:3][C:4]=1[CH3:15], predict the reactants needed to synthesize it. The reactants are: [Br:1][C:2]1[C:10]([S:11]([CH3:14])(=[O:13])=[O:12])=[CH:9][C:5]([C:6]([OH:8])=[O:7])=[C:4]([CH3:15])[CH:3]=1.[C:16](Cl)(=O)C. (2) Given the product [CH3:12][N:11]1[C:10](=[O:13])[CH:9]([CH3:14])[CH2:8][N:7]([C:15]2[CH:20]=[CH:19][CH:18]=[CH:17][CH:16]=2)[C:6]2[N:21]=[C:2]([NH:22][C:23]3[CH:38]=[CH:37][C:26]([C:27]([NH:29][CH:30]4[CH2:31][CH2:32][N:33]([CH3:36])[CH2:34][CH2:35]4)=[O:28])=[CH:25][C:24]=3[O:39][CH3:40])[N:3]=[CH:4][C:5]1=2, predict the reactants needed to synthesize it. The reactants are: Cl[C:2]1[N:3]=[CH:4][C:5]2[N:11]([CH3:12])[C:10](=[O:13])[CH:9]([CH3:14])[CH2:8][N:7]([C:15]3[CH:20]=[CH:19][CH:18]=[CH:17][CH:16]=3)[C:6]=2[N:21]=1.[NH2:22][C:23]1[CH:38]=[CH:37][C:26]([C:27]([NH:29][CH:30]2[CH2:35][CH2:34][N:33]([CH3:36])[CH2:32][CH2:31]2)=[O:28])=[CH:25][C:24]=1[O:39][CH3:40].O.C1(C)C=CC(S(O)(=O)=O)=CC=1. (3) Given the product [ClH:35].[Br:26][C:23]1[CH:24]=[CH:25][C:20]([CH:19]([O:18][CH:16]2[CH2:17][NH:14][CH2:15]2)[C:27]2[CH:28]=[CH:29][C:30]([Br:33])=[CH:31][CH:32]=2)=[CH:21][CH:22]=1, predict the reactants needed to synthesize it. The reactants are: C([N:14]1[CH2:17][CH:16]([O:18][CH:19]([C:27]2[CH:32]=[CH:31][C:30]([Br:33])=[CH:29][CH:28]=2)[C:20]2[CH:25]=[CH:24][C:23]([Br:26])=[CH:22][CH:21]=2)[CH2:15]1)(C1C=CC=CC=1)C1C=CC=CC=1.Cl.[Cl:35]C1C=CC=CC=1C(OC1CNC1)C1C=CC(Cl)=CC=1. (4) Given the product [N:50]1([C:55]2[CH:63]=[CH:62][CH:61]=[CH:60][C:56]=2[C:57]([NH:16][C@H:12]2[CH2:13][CH2:14][CH2:15][C@@H:11]2[NH:10][C:7]2[CH:6]=[N:5][C:4]([C:3]([F:2])([F:17])[F:18])=[CH:9][N:8]=2)=[O:58])[CH:54]=[CH:53][CH:52]=[N:51]1, predict the reactants needed to synthesize it. The reactants are: Cl.[F:2][C:3]([F:18])([F:17])[C:4]1[N:5]=[CH:6][C:7]([NH:10][C@H:11]2[CH2:15][CH2:14][CH2:13][C@@H:12]2[NH2:16])=[N:8][CH:9]=1.CN(C(ON1N=NC2C=CC=NC1=2)=[N+](C)C)C.F[P-](F)(F)(F)(F)F.C(N(CC)CC)C.[N:50]1([C:55]2[CH:63]=[CH:62][CH:61]=[CH:60][C:56]=2[C:57](O)=[O:58])[CH:54]=[CH:53][CH:52]=[N:51]1. (5) Given the product [Cl:19][C:20]1[CH:25]=[CH:24][C:23]([N:26]2[CH2:31][CH2:30][N:29]([C:32](=[O:34])[CH2:33][N:5]3[C:6]([CH2:7][CH3:8])=[C:2]([Cl:1])[C:3]([C:9]([F:10])([F:12])[F:11])=[N:4]3)[CH2:28][CH2:27]2)=[CH:22][C:21]=1[O:35][CH3:36], predict the reactants needed to synthesize it. The reactants are: [Cl:1][C:2]1[C:3]([C:9]([F:12])([F:11])[F:10])=[N:4][NH:5][C:6]=1[CH2:7][CH3:8].C([O-])([O-])=O.[K+].[K+].[Cl:19][C:20]1[CH:25]=[CH:24][C:23]([N:26]2[CH2:31][CH2:30][N:29]([C:32](=[O:34])[CH3:33])[CH2:28][CH2:27]2)=[CH:22][C:21]=1[O:35][CH3:36].CN(C=O)C. (6) Given the product [CH:1]([S:4][C:5]1[CH:19]=[CH:18][C:17]([N+:20]([O-:22])=[O:21])=[CH:16][C:6]=1[CH:7]1[CH:11]([C:12]([O:14][CH3:15])=[O:13])[CH2:10][CH2:9][NH:8]1)([CH3:3])[CH3:2], predict the reactants needed to synthesize it. The reactants are: [CH:1]([S:4][C:5]1[CH:19]=[CH:18][C:17]([N+:20]([O-:22])=[O:21])=[CH:16][C:6]=1/[CH:7]=[N:8]/[CH2:9][CH2:10][CH2:11][C:12]([O:14][CH3:15])=[O:13])([CH3:3])[CH3:2].C(N(CC)CC)C. (7) Given the product [N+:15]([C:10]1[CH:11]=[CH:12][CH:13]=[CH:14][C:9]=1[CH:8]1[CH2:7][CH:6]1[CH:18]1[CH2:20][CH2:19]1)([O-:17])=[O:16], predict the reactants needed to synthesize it. The reactants are: CS(O[CH:6]([CH:18]1[CH2:20][CH2:19]1)[CH2:7][CH2:8][C:9]1[CH:14]=[CH:13][CH:12]=[CH:11][C:10]=1[N+:15]([O-:17])=[O:16])(=O)=O.C([O-])(C)(C)C.[K+]. (8) Given the product [Cl:11][C:9]1[C:8]([F:12])=[CH:7][C:3]([C:4]([OH:6])=[O:5])=[C:2]([NH:19][CH2:18][CH2:17][C:16]2[CH:20]=[CH:21][CH:22]=[C:14]([F:13])[CH:15]=2)[N:10]=1, predict the reactants needed to synthesize it. The reactants are: Cl[C:2]1[N:10]=[C:9]([Cl:11])[C:8]([F:12])=[CH:7][C:3]=1[C:4]([OH:6])=[O:5].[F:13][C:14]1[CH:15]=[C:16]([CH:20]=[CH:21][CH:22]=1)[CH2:17][CH2:18][NH2:19].CCN(C(C)C)C(C)C. (9) Given the product [Cl:1][C:2]1[CH:7]=[CH:6][C:5]([C:8]2[CH:9]=[C:10]([C:11]([F:14])([F:13])[F:12])[N:20]3[N:21]=[CH:22][C:23]([C:24]4[CH:29]=[CH:28][N:27]=[CH:26][CH:25]=4)=[C:19]3[N:18]=2)=[CH:4][C:3]=1[CH3:17], predict the reactants needed to synthesize it. The reactants are: [Cl:1][C:2]1[CH:7]=[CH:6][C:5]([C:8](=O)[CH2:9][C:10](=O)[C:11]([F:14])([F:13])[F:12])=[CH:4][C:3]=1[CH3:17].[NH2:18][C:19]1[C:23]([C:24]2[CH:29]=[CH:28][N:27]=[CH:26][CH:25]=2)=[CH:22][NH:21][N:20]=1. (10) The reactants are: [C:1]([C:4]1[S:8][C:7]([CH3:9])=[N:6][C:5]=1[CH3:10])(=O)[CH3:2].C[O:12][CH:13](OC)[N:14]([CH3:16])[CH3:15]. Given the product [CH3:10][C:5]1[N:6]=[C:7]([CH3:9])[S:8][C:4]=1/[CH:1]=[CH:2]/[C:13]([N:14]([CH3:16])[CH3:15])=[O:12], predict the reactants needed to synthesize it.